This data is from Forward reaction prediction with 1.9M reactions from USPTO patents (1976-2016). The task is: Predict the product of the given reaction. (1) Given the reactants [CH3:1][N+:2]1[C:6]([C:7](=[O:10])[NH:8][CH3:9])=[C:5]([C:11](=[O:14])[NH:12][CH3:13])[NH:4][CH:3]=1.[C:15]1([S:21]([OH:24])(=[O:23])=[O:22])[CH:20]=[CH:19][CH:18]=[CH:17][CH:16]=1, predict the reaction product. The product is: [C:15]1([S:21]([O-:24])(=[O:23])=[O:22])[CH:20]=[CH:19][CH:18]=[CH:17][CH:16]=1.[CH3:1][N+:2]1[C:6]([C:7](=[O:10])[NH:8][CH3:9])=[C:5]([C:11](=[O:14])[NH:12][CH3:13])[N:4]([CH3:15])[CH:3]=1. (2) Given the reactants [I:1][C:2]1[CH:7]=[CH:6][C:5]([OH:8])=[CH:4][CH:3]=1.C([O-])([O-])=O.[K+].[K+].[Br:15][CH2:16][CH2:17][CH2:18][CH2:19]Br.O, predict the reaction product. The product is: [Br:15][CH2:16][CH2:17][CH2:18][CH2:19][O:8][C:5]1[CH:6]=[CH:7][C:2]([I:1])=[CH:3][CH:4]=1. (3) The product is: [Br:2][C:3]1[CH:8]=[C:7]([C:9]([F:12])([F:11])[F:10])[CH:6]=[CH:5][C:4]=1[C:13]1[CH:22]=[CH:21][CH:20]=[C:19]2[C:14]=1[CH2:15][CH2:16][N:17]([S:30]([NH:29][C:27]1[S:28][C:24]([F:23])=[CH:25][N:26]=1)(=[O:32])=[O:31])[CH2:18]2. Given the reactants Cl.[Br:2][C:3]1[CH:8]=[C:7]([C:9]([F:12])([F:11])[F:10])[CH:6]=[CH:5][C:4]=1[C:13]1[CH:22]=[CH:21][CH:20]=[C:19]2[C:14]=1[CH2:15][CH2:16][NH:17][CH2:18]2.[F:23][C:24]1[S:28][C:27]([NH:29][S:30](N2C=CN=C2)(=[O:32])=[O:31])=[N:26][CH:25]=1.C(N(CC)CC)C, predict the reaction product. (4) Given the reactants [H-].[Na+].[Br:3][C:4]1[CH:9]=[CH:8][C:7]([CH2:10][C:11]([O:13][CH3:14])=[O:12])=[CH:6][CH:5]=1.I[CH2:16][CH2:17][CH2:18][CH2:19][CH2:20]I, predict the reaction product. The product is: [Br:3][C:4]1[CH:5]=[CH:6][C:7]([C:10]2([C:11]([O:13][CH3:14])=[O:12])[CH2:20][CH2:19][CH2:18][CH2:17][CH2:16]2)=[CH:8][CH:9]=1. (5) Given the reactants [C:1]([O:5][C:6]([C:8]1[CH:13]=[CH:12][C:11]([C:14]2(O)[CH2:18][C:17]([C:23]3[CH:28]=[C:27]([Cl:29])[CH:26]=[C:25]([Cl:30])[CH:24]=3)([C:19]([F:22])([F:21])[F:20])[S:16][CH:15]2C(O)=O)=[CH:10][C:9]=1[CH3:35])=[O:7])([CH3:4])([CH3:3])[CH3:2], predict the reaction product. The product is: [Cl:30][C:25]1[CH:24]=[C:23]([C:17]2([C:19]([F:21])([F:22])[F:20])[CH2:18][C:14]([C:11]3[CH:12]=[CH:13][C:8]([C:6]([O:5][C:1]([CH3:3])([CH3:4])[CH3:2])=[O:7])=[C:9]([CH3:35])[CH:10]=3)=[CH:15][S:16]2)[CH:28]=[C:27]([Cl:29])[CH:26]=1. (6) Given the reactants [CH3:1][O:2][CH2:3][CH2:4][N:5]1[C:13]2[C:8](=[CH:9][CH:10]=[CH:11][C:12]=2[O:14][C:15]([F:18])([F:17])[F:16])[CH:7]=[C:6]1[C:19](O)=[O:20].Cl.CN(C)CCCN=C=NCC.C(N(CC)CC)C.Cl.[Cl:42][C:43]1[CH:60]=[CH:59][C:46]([CH2:47][N:48]2[C:56](=[O:57])[C:55]3[C:50](=[CH:51][CH:52]=[CH:53][CH:54]=3)[C:49]2=[O:58])=[CH:45][C:44]=1[CH:61]1[CH2:66][CH2:65][NH:64][CH2:63][CH2:62]1, predict the reaction product. The product is: [Cl:42][C:43]1[CH:60]=[CH:59][C:46]([CH2:47][N:48]2[C:56](=[O:57])[C:55]3[C:50](=[CH:51][CH:52]=[CH:53][CH:54]=3)[C:49]2=[O:58])=[CH:45][C:44]=1[CH:61]1[CH2:66][CH2:65][N:64]([C:19]([C:6]2[N:5]([CH2:4][CH2:3][O:2][CH3:1])[C:13]3[C:8]([CH:7]=2)=[CH:9][CH:10]=[CH:11][C:12]=3[O:14][C:15]([F:17])([F:18])[F:16])=[O:20])[CH2:63][CH2:62]1. (7) Given the reactants Cl[C:2]1[C:7]([C:8]([OH:10])=[O:9])=[CH:6][C:5]([C:11]([F:14])([F:13])[F:12])=[CH:4][N:3]=1.Cl.[F:16][CH:17]([F:21])[CH2:18][CH2:19][NH2:20].C(=O)([O-])[O-].[K+].[K+].CN(C=O)C, predict the reaction product. The product is: [F:16][CH:17]([F:21])[CH2:18][CH2:19][NH:20][C:2]1[N:3]=[CH:4][C:5]([C:11]([F:14])([F:13])[F:12])=[CH:6][C:7]=1[C:8]([OH:10])=[O:9].